Task: Predict the product of the given reaction.. Dataset: Forward reaction prediction with 1.9M reactions from USPTO patents (1976-2016) (1) Given the reactants [C:1]([N:4]1[CH2:9][CH2:8][NH:7][CH2:6][CH2:5]1)(=[O:3])[CH3:2].C(N(CC)CC)C.[Br:17][C:18]1[CH:23]=[CH:22][C:21]([S:24](Cl)(=[O:26])=[O:25])=[CH:20][CH:19]=1, predict the reaction product. The product is: [C:1]([N:4]1[CH2:9][CH2:8][N:7]([S:24]([C:21]2[CH:22]=[CH:23][C:18]([Br:17])=[CH:19][CH:20]=2)(=[O:26])=[O:25])[CH2:6][CH2:5]1)(=[O:3])[CH3:2]. (2) Given the reactants [N:1]1([C:7]2[CH:8]=[CH:9][C:10]([NH2:16])=[C:11]([CH:15]=2)[C:12]([NH2:14])=[O:13])[CH2:6][CH2:5][CH2:4][CH2:3][CH2:2]1.[CH:17]1[CH:22]=[C:21]2[C:23]([CH:26]=O)=[CH:24][S:25][C:20]2=[CH:19][CH:18]=1, predict the reaction product. The product is: [N:1]1([C:7]2[CH:15]=[C:11]3[C:10](=[CH:9][CH:8]=2)[N:16]=[C:26]([C:23]2[C:21]4[CH:22]=[CH:17][CH:18]=[CH:19][C:20]=4[S:25][CH:24]=2)[NH:14][C:12]3=[O:13])[CH2:2][CH2:3][CH2:4][CH2:5][CH2:6]1. (3) The product is: [CH3:83][N:81]([CH3:82])[CH2:80][C@H:79]([O:78][C:72]1[C:73]([C:76]#[N:77])=[N:74][CH:75]=[C:70]([NH:69][C:49]2[N:50]=[CH:51][C:52]3[C:57]([CH:58]=2)=[CH:56][CH:55]=[CH:54][C:53]=3[O:59][CH3:60])[N:71]=1)[CH3:84]. Given the reactants CC1(C)C2C=CC=C(P(C3C=CC=CC=3)C3C=CC=CC=3)C=2OC2C1=CC=CC=2P(C1C=CC=CC=1)C1C=CC=CC=1.FC(F)(F)S(O[C:49]1[N:50]=[CH:51][C:52]2[C:57]([CH:58]=1)=[CH:56][CH:55]=[CH:54][C:53]=2[O:59][CH3:60])(=O)=O.C(=O)([O-])[O-].[Cs+].[Cs+].[NH2:69][C:70]1[N:71]=[C:72]([O:78][C@H:79]([CH3:84])[CH2:80][N:81]([CH3:83])[CH3:82])[C:73]([C:76]#[N:77])=[N:74][CH:75]=1, predict the reaction product. (4) Given the reactants [OH:1][NH:2][C:3]([C:5]1[C:10]([CH3:11])=[CH:9][CH:8]=[CH:7][N:6]=1)=[NH:4].[CH3:12][S:13][C:14]1[CH:22]=[C:18]([C:19](O)=O)[C:17]([OH:23])=[CH:16][CH:15]=1, predict the reaction product. The product is: [CH3:11][C:10]1[C:5]([C:3]2[N:4]=[C:19]([C:18]3[CH:22]=[C:14]([S:13][CH3:12])[CH:15]=[CH:16][C:17]=3[OH:23])[O:1][N:2]=2)=[N:6][CH:7]=[CH:8][CH:9]=1. (5) The product is: [CH2:14]([CH:13]([C:5]1[C:6]2[N:7]([CH3:12])[C:8](=[O:11])[NH:9][C:10]=2[C:2]([O:20][CH3:19])=[CH:3][CH:4]=1)[CH2:16][CH3:17])[CH3:15]. Given the reactants Br[C:2]1[C:10]2[NH:9][C:8](=[O:11])[N:7]([CH3:12])[C:6]=2[C:5]([CH:13]([CH2:16][CH3:17])[CH2:14][CH3:15])=[CH:4][CH:3]=1.[I-].[CH3:19][O-:20].[Na+], predict the reaction product. (6) Given the reactants [F:1][C:2]1[CH:7]=[CH:6][C:5](I)=[CH:4][C:3]=1[C@:9]1([CH3:20])[CH2:14][C@@H:13]([C:15]([F:18])([F:17])[F:16])[O:12][C:11]([NH2:19])=[N:10]1.[CH3:21][C:22]1[CH:26]=[C:25]([C:27]#[C:28][Si](C)(C)C)[S:24][N:23]=1, predict the reaction product. The product is: [F:1][C:2]1[CH:7]=[CH:6][C:5]([C:28]#[C:27][C:25]2[S:24][N:23]=[C:22]([CH3:21])[CH:26]=2)=[CH:4][C:3]=1[C@:9]1([CH3:20])[CH2:14][C@@H:13]([C:15]([F:18])([F:17])[F:16])[O:12][C:11]([NH2:19])=[N:10]1. (7) Given the reactants [F:1][C:2]([F:34])([F:33])[C:3]1[CH:28]=[C:27]([C:29]([F:32])([F:31])[F:30])[CH:26]=[CH:25][C:4]=1[CH2:5][N:6]1[C:14]2[C:9](=[CH:10][C:11]([CH:15]=[C:16]3[S:20][C:19](SCC)=[N:18][C:17]3=[O:24])=[CH:12][CH:13]=2)[CH:8]=[N:7]1.[CH3:35][N:36]1[CH2:41][CH2:40][NH:39][C@H:38]([CH3:42])[CH2:37]1, predict the reaction product. The product is: [F:34][C:2]([F:33])([F:1])[C:3]1[CH:28]=[C:27]([C:29]([F:30])([F:31])[F:32])[CH:26]=[CH:25][C:4]=1[CH2:5][N:6]1[C:14]2[C:9](=[CH:10][C:11]([CH:15]=[C:16]3[S:20][C:19]([N:39]4[CH2:40][CH2:41][N:36]([CH3:35])[CH2:37][C@H:38]4[CH3:42])=[N:18][C:17]3=[O:24])=[CH:12][CH:13]=2)[CH:8]=[N:7]1.